Dataset: Catalyst prediction with 721,799 reactions and 888 catalyst types from USPTO. Task: Predict which catalyst facilitates the given reaction. (1) Reactant: C(N(CC)CC)C.[Cl:8][C:9]1[C:18]2[C:13](=[CH:14][C:15]([O:19][CH3:20])=[CH:16][CH:17]=2)[CH:12]=[CH:11][C:10]=1[OH:21].C1C=CC(N([S:29]([C:32]([F:35])([F:34])[F:33])(=[O:31])=[O:30])[S:29]([C:32]([F:35])([F:34])[F:33])(=[O:31])=[O:30])=CC=1. Product: [F:33][C:32]([F:35])([F:34])[S:29]([O:21][C:10]1[CH:11]=[CH:12][C:13]2[C:18](=[CH:17][CH:16]=[C:15]([O:19][CH3:20])[CH:14]=2)[C:9]=1[Cl:8])(=[O:31])=[O:30]. The catalyst class is: 1. (2) Reactant: C[CH:2]1[CH2:6][CH2:5][CH2:4][C:3]1([C:10]1[CH:15]=[CH:14][C:13]([Cl:16])=[CH:12][CH:11]=1)[C:7]([OH:9])=[O:8].S(=O)(=O)(O)O.[C:22](=O)([O-])[O-].[Na+].[Na+]. Product: [Cl:16][C:13]1[CH:14]=[CH:15][C:10]([C:3]2([C:7]([O:9][CH3:22])=[O:8])[CH2:4][CH2:5][CH2:6][CH2:2]2)=[CH:11][CH:12]=1. The catalyst class is: 5. (3) Reactant: [CH3:1][C:2]1([CH3:32])[CH2:7][C:6](=[O:8])[CH2:5][C:4]([CH3:10])([CH3:9])[P:3]1[C:11]1[CH:16]=[CH:15][CH:14]=[CH:13][C:12]=1[C:17]1[C:22]([CH:23]([CH3:25])[CH3:24])=[CH:21][C:20]([CH:26]([CH3:28])[CH3:27])=[CH:19][C:18]=1[CH:29]([CH3:31])[CH3:30].[CH2:33](O)[CH2:34][CH2:35][OH:36].O.C1(C)C=CC(S(O)(=O)=O)=CC=1. Product: [CH3:32][C:2]1([CH3:1])[P:3]([C:11]2[CH:16]=[CH:15][CH:14]=[CH:13][C:12]=2[C:17]2[C:22]([CH:23]([CH3:24])[CH3:25])=[CH:21][C:20]([CH:26]([CH3:28])[CH3:27])=[CH:19][C:18]=2[CH:29]([CH3:31])[CH3:30])[C:4]([CH3:9])([CH3:10])[CH2:5][C:6]2([O:36][CH2:35][CH2:34][CH2:33][O:8]2)[CH2:7]1. The catalyst class is: 11. (4) Reactant: [CH2:1]([C:3]1(O)[C:9]2[CH:10]=[CH:11][C:12]([O:14][CH3:15])=[CH:13][C:8]=2[CH2:7][CH2:6][CH2:5][C:4]1([C:17]1[CH:22]=[CH:21][C:20]([O:23][CH3:24])=[CH:19][CH:18]=1)[CH3:16])[CH3:2].O.C1(C)C=CC(S(O)(=O)=O)=CC=1.C([O-])(O)=O.[Na+]. Product: [CH:1](=[C:3]1[C:9]2[CH:10]=[CH:11][C:12]([O:14][CH3:15])=[CH:13][C:8]=2[CH2:7][CH2:6][CH2:5][C:4]1([C:17]1[CH:22]=[CH:21][C:20]([O:23][CH3:24])=[CH:19][CH:18]=1)[CH3:16])[CH3:2]. The catalyst class is: 133. (5) Reactant: C(OC([N:8]1[CH2:13][CH2:12][C:11](=[CH:14][C:15]2[O:19][N:18]=[C:17]([C:20]3[CH:25]=[CH:24][CH:23]=[CH:22][CH:21]=3)[N:16]=2)[CH2:10][CH2:9]1)=O)(C)(C)C.FC(F)(F)C(O)=O. Product: [C:20]1([C:17]2[N:16]=[C:15]([CH:14]=[C:11]3[CH2:12][CH2:13][NH:8][CH2:9][CH2:10]3)[O:19][N:18]=2)[CH:21]=[CH:22][CH:23]=[CH:24][CH:25]=1. The catalyst class is: 22. (6) The catalyst class is: 95. Reactant: [F:1][C:2]1[CH:7]=[CH:6][C:5]([CH:8]([O:24][C:25](=[O:27])[NH2:26])[CH2:9][CH2:10][N:11]2[CH2:16][CH2:15][N:14]([C:17]3[CH:22]=[CH:21][C:20]([OH:23])=[CH:19][CH:18]=3)[CH2:13][CH2:12]2)=[CH:4][CH:3]=1.C(N(CC)CC)C.[CH3:35][C:36]([CH3:41])([CH3:40])[C:37](Cl)=[O:38]. Product: [C:25](=[O:27])([O:24][CH:8]([C:5]1[CH:6]=[CH:7][C:2]([F:1])=[CH:3][CH:4]=1)[CH2:9][CH2:10][N:11]1[CH2:16][CH2:15][N:14]([C:17]2[CH:22]=[CH:21][C:20]([O:23][C:37](=[O:38])[C:36]([CH3:41])([CH3:40])[CH3:35])=[CH:19][CH:18]=2)[CH2:13][CH2:12]1)[NH2:26]. (7) Reactant: [CH:1]1[C:10]2[C:5](=[CH:6][CH:7]=[CH:8][CH:9]=2)[CH:4]=[CH:3][C:2]=1[S:11]([NH:14][CH:15]1[CH:20]2[CH:16]1[CH2:17][N:18](C(OC(C)(C)C)=O)[CH2:19]2)(=[O:13])=[O:12].[C:28]([OH:34])([C:30]([F:33])([F:32])[F:31])=[O:29]. Product: [F:31][C:30]([F:33])([F:32])[C:28]([OH:34])=[O:29].[CH:1]1[C:10]2[C:5](=[CH:6][CH:7]=[CH:8][CH:9]=2)[CH:4]=[CH:3][C:2]=1[S:11]([NH:14][CH:15]1[CH:20]2[CH:16]1[CH2:17][NH:18][CH2:19]2)(=[O:13])=[O:12]. The catalyst class is: 2.